Task: Predict the reaction yield, written as a fraction of the theoretical maximum amount of product (1.0 means a 100% yield; for example, 0.34 means a 34% yield).. Dataset: Reaction yield outcomes from USPTO patents with 853,638 reactions (1) The reactants are Cl[C:2]1[S:6][C:5]([C:7](=[O:9])[CH3:8])=[CH:4][C:3]=1[N+:10]([O-:12])=[O:11].[Cl:13][C:14]1[CH:15]=[N:16][CH:17]=[CH:18][C:19]=1[SH:20]. No catalyst specified. The product is [Cl:13][C:14]1[CH:15]=[N:16][CH:17]=[CH:18][C:19]=1[S:20][C:2]1[S:6][C:5]([C:7](=[O:9])[CH3:8])=[CH:4][C:3]=1[N+:10]([O-:12])=[O:11]. The yield is 0.170. (2) The reactants are Br[C:2]1[CH:3]=[CH:4][C:5]([O:12][CH3:13])=[C:6]([CH:11]=1)[CH2:7][N:8]([CH3:10])[CH3:9].[CH2:14]([O:18]C=C)[CH2:15]CC.C1(P(C2C=CC=CC=2)CCCP(C2C=CC=CC=2)C2C=CC=CC=2)C=CC=CC=1.C(=O)([O-])[O-].[K+].[K+].Cl. The catalyst is CN(C=O)C.C([O-])(=O)C.[Pd+2].C([O-])(=O)C.O. The product is [CH3:9][N:8]([CH2:7][C:6]1[CH:11]=[C:2]([C:14](=[O:18])[CH3:15])[CH:3]=[CH:4][C:5]=1[O:12][CH3:13])[CH3:10]. The yield is 0.420.